From a dataset of Forward reaction prediction with 1.9M reactions from USPTO patents (1976-2016). Predict the product of the given reaction. (1) Given the reactants [Br:1][C:2]1[CH:7]=[CH:6][C:5]([SH:8])=[CH:4][CH:3]=1.[O-]CC.[Na+].[CH2:13]([O:15][CH:16]([O:19][CH2:20][CH3:21])[CH2:17]Br)[CH3:14], predict the reaction product. The product is: [Br:1][C:2]1[CH:7]=[CH:6][C:5]([S:8][CH2:17][CH:16]([O:19][CH2:20][CH3:21])[O:15][CH2:13][CH3:14])=[CH:4][CH:3]=1. (2) The product is: [CH3:29][CH:5]([CH3:4])[CH2:6][CH2:1][N:7]([CH2:21][CH2:22][CH:23]([CH3:24])[CH3:28])[C:8](=[O:20])[NH:9][C:10]1[S:11][C:12]([S:15][CH2:16][CH2:17][C:44]([OH:54])=[O:43])=[CH:13][N:14]=1. Given the reactants [CH:1]1([N:7]([CH2:21][CH2:22][C:23]2[CH:28]=CC=C[CH:24]=2)[C:8](=[O:20])[NH:9][C:10]2[S:11][C:12]([S:15][CH2:16][C:17](O)=O)=[CH:13][N:14]=2)[CH2:6][CH2:5][CH2:4]CC1.[CH:29](=O)CC(C)C.CC(C)CCN.C([O:43][C:44](=[O:54])C(SC1SC(N)=NC=1)C)C, predict the reaction product. (3) Given the reactants [C:1]([NH:4][C:5]1[S:6][CH:7]=[C:8]([CH2:10][CH2:11][C:12]2[CH:17]=[CH:16][C:15]([CH2:18][CH2:19][NH:20][C:21]([NH:23]C(=O)C3C=CC=CC=3)=[S:22])=[CH:14][CH:13]=2)[N:9]=1)(=[O:3])[CH3:2].[OH-].[Na+].Cl, predict the reaction product. The product is: [NH:20]([CH2:19][CH2:18][C:15]1[CH:14]=[CH:13][C:12]([CH2:11][CH2:10][C:8]2[N:9]=[C:5]([NH:4][C:1](=[O:3])[CH3:2])[S:6][CH:7]=2)=[CH:17][CH:16]=1)[C:21]([NH2:23])=[S:22]. (4) Given the reactants Cl.[F:2][C:3]1[C:8]([F:9])=[CH:7][CH:6]=[CH:5][C:4]=1[C:10]1[S:18][C:17]2[C:16](=[O:19])[N:15]([CH:20]3[CH2:25][CH2:24][NH:23][CH2:22][CH2:21]3)[C:14](=[O:26])[N:13]([CH2:27][C:28]3[N:29]=[N:30][N:31]([CH2:33][CH3:34])[N:32]=3)[C:12]=2[CH:11]=1.[CH2:35]([O:37][C:38]1[C:47]([O:48][CH3:49])=[CH:46][C:45]2[C:44]([C:50]3[CH:58]=[CH:57][C:53]([C:54](O)=[O:55])=[CH:52][CH:51]=3)=[N:43][C@@H:42]3[CH2:59][CH2:60][S:61][CH2:62][C@@H:41]3[C:40]=2[CH:39]=1)[CH3:36].CN(C(ON1N=NC2C=CC=CC1=2)=[N+](C)C)C.F[P-](F)(F)(F)(F)F.CCN(C(C)C)C(C)C, predict the reaction product. The product is: [F:2][C:3]1[C:8]([F:9])=[CH:7][CH:6]=[CH:5][C:4]=1[C:10]1[S:18][C:17]2[C:16](=[O:19])[N:15]([CH:20]3[CH2:21][CH2:22][N:23]([C:54]([C:53]4[CH:57]=[CH:58][C:50]([C:44]5[C:45]6[CH:46]=[C:47]([O:48][CH3:49])[C:38]([O:37][CH2:35][CH3:36])=[CH:39][C:40]=6[C@H:41]6[CH2:62][S:61][CH2:60][CH2:59][C@H:42]6[N:43]=5)=[CH:51][CH:52]=4)=[O:55])[CH2:24][CH2:25]3)[C:14](=[O:26])[N:13]([CH2:27][C:28]3[N:29]=[N:30][N:31]([CH2:33][CH3:34])[N:32]=3)[C:12]=2[CH:11]=1.